From a dataset of Full USPTO retrosynthesis dataset with 1.9M reactions from patents (1976-2016). Predict the reactants needed to synthesize the given product. Given the product [CH:53]1([CH2:56][C:57]([N:33]2[CH2:34][CH2:35][CH:31]([O:30][C:27]3[CH:28]=[CH:29][C:24]([CH:23]4[CH2:22][CH2:21][N:20]([C:36]([O:38][CH2:39][C:40]5[CH:41]=[CH:42][CH:43]=[CH:44][CH:45]=5)=[O:37])[CH2:19][CH:18]4[O:17][CH2:16][C:13]4[CH:14]=[CH:15][C:10]5[O:9][CH2:8][CH2:7][N:6]([CH2:5][CH2:4][CH2:3][O:2][CH3:1])[C:11]=5[CH:12]=4)=[CH:25][CH:26]=3)[CH2:32]2)=[O:58])[CH2:55][CH2:54]1, predict the reactants needed to synthesize it. The reactants are: [CH3:1][O:2][CH2:3][CH2:4][CH2:5][N:6]1[C:11]2[CH:12]=[C:13]([CH2:16][O:17][CH:18]3[CH:23]([C:24]4[CH:29]=[CH:28][C:27]([O:30][CH:31]5[CH2:35][CH2:34][NH:33][CH2:32]5)=[CH:26][CH:25]=4)[CH2:22][CH2:21][N:20]([C:36]([O:38][CH2:39][C:40]4[CH:45]=[CH:44][CH:43]=[CH:42][CH:41]=4)=[O:37])[CH2:19]3)[CH:14]=[CH:15][C:10]=2[O:9][CH2:8][CH2:7]1.C(N(CC)CC)C.[CH:53]1([CH2:56][C:57](Cl)=[O:58])[CH2:55][CH2:54]1.